This data is from Full USPTO retrosynthesis dataset with 1.9M reactions from patents (1976-2016). The task is: Predict the reactants needed to synthesize the given product. (1) Given the product [Cl:1][C:2]1[CH:3]=[C:4]2[C:9](=[C:10]([CH3:19])[C:11]=1[O:12][CH2:13][CH:14]([CH2:15][CH3:16])[CH2:17][CH3:18])[O:8][CH:7]([C:20]([F:23])([F:21])[F:22])[C:6]([C:24]([OH:26])=[O:25])=[CH:5]2, predict the reactants needed to synthesize it. The reactants are: [Cl:1][C:2]1[CH:3]=[C:4]2[C:9](=[C:10]([CH3:19])[C:11]=1[O:12][CH2:13][CH:14]([CH2:17][CH3:18])[CH2:15][CH3:16])[O:8][CH:7]([C:20]([F:23])([F:22])[F:21])[C:6]([C:24]([O:26]C)=[O:25])=[CH:5]2.[OH-].[Na+].Cl. (2) Given the product [Cl:14][C:12]1[CH:11]=[CH:10][N:9]=[C:8]2[N:7]([S:15]([C:18]3[CH:23]=[CH:22][C:21]([Cl:24])=[C:20]([Cl:25])[CH:19]=3)(=[O:17])=[O:16])[C:6]([CH3:26])=[C:5]([CH2:4][C:3]([OH:27])=[O:2])[C:13]=12, predict the reactants needed to synthesize it. The reactants are: C[O:2][C:3](=[O:27])[CH2:4][C:5]1[C:13]2[C:8](=[N:9][CH:10]=[CH:11][C:12]=2[Cl:14])[N:7]([S:15]([C:18]2[CH:23]=[CH:22][C:21]([Cl:24])=[C:20]([Cl:25])[CH:19]=2)(=[O:17])=[O:16])[C:6]=1[CH3:26].B(Br)(Br)Br. (3) Given the product [C:33]([C:30]([C:26]1[CH:25]=[C:24]([CH:29]=[CH:28][CH:27]=1)[C:23]([NH:22][C:18]1[CH:19]=[CH:20][CH:21]=[C:16]([N:15]([CH3:36])[C:10]2[N:11]=[CH:12][C:13]3[N:14]=[C:6]([NH:5][C:3](=[O:4])[CH2:2][N:44]4[CH2:49][CH2:48][S:47][CH2:46][CH2:45]4)[S:7][C:8]=3[N:9]=2)[CH:17]=1)=[O:35])([CH3:32])[CH3:31])#[N:34], predict the reactants needed to synthesize it. The reactants are: Cl[CH2:2][C:3]([NH:5][C:6]1[S:7][C:8]2[N:9]=[C:10]([N:15]([CH3:36])[C:16]3[CH:17]=[C:18]([NH:22][C:23](=[O:35])[C:24]4[CH:29]=[CH:28][CH:27]=[C:26]([C:30]([C:33]#[N:34])([CH3:32])[CH3:31])[CH:25]=4)[CH:19]=[CH:20][CH:21]=3)[N:11]=[CH:12][C:13]=2[N:14]=1)=[O:4].C(N(CC)CC)C.[NH:44]1[CH2:49][CH2:48][S:47][CH2:46][CH2:45]1.C(=O)([O-])O.[Na+].